From a dataset of Catalyst prediction with 721,799 reactions and 888 catalyst types from USPTO. Predict which catalyst facilitates the given reaction. Reactant: [BH4-].[Na+].[CH:3](=[N:5][C:6]1[C:11]([CH3:12])=[CH:10][CH:9]=[CH:8][C:7]=1[CH3:13])[CH3:4].O. Product: [CH2:3]([NH:5][C:6]1[C:11]([CH3:12])=[CH:10][CH:9]=[CH:8][C:7]=1[CH3:13])[CH3:4]. The catalyst class is: 36.